This data is from Forward reaction prediction with 1.9M reactions from USPTO patents (1976-2016). The task is: Predict the product of the given reaction. Given the reactants ClC1N=C(C2SC(C(C)C)=NC=2C2C=C(NS(C3C(F)=CC=CC=3F)(=O)=O)C=CC=2)C=CN=1.[NH2:34][C:35]1[C:36]([F:57])=[C:37]([C:41]2[N:42]=[C:43]([C:53]([CH3:56])([CH3:55])[CH3:54])[S:44][C:45]=2[C:46]2[CH:51]=[CH:50][N:49]=[C:48]([NH2:52])[N:47]=2)[CH:38]=[CH:39][CH:40]=1.[N:58]1[CH:63]=[CH:62][CH:61]=[C:60]([S:64](Cl)(=[O:66])=[O:65])[CH:59]=1, predict the reaction product. The product is: [NH2:52][C:48]1[N:47]=[C:46]([C:45]2[S:44][C:43]([C:53]([CH3:54])([CH3:56])[CH3:55])=[N:42][C:41]=2[C:37]2[C:36]([F:57])=[C:35]([NH:34][S:64]([C:60]3[CH:59]=[N:58][CH:63]=[CH:62][CH:61]=3)(=[O:66])=[O:65])[CH:40]=[CH:39][CH:38]=2)[CH:51]=[CH:50][N:49]=1.